From a dataset of Catalyst prediction with 721,799 reactions and 888 catalyst types from USPTO. Predict which catalyst facilitates the given reaction. (1) Reactant: [Cl:1][C:2]1[N:3]=[CH:4][NH:5][C:6]=1[Cl:7].[OH-:8].[Na+].[CH2:10]=O.Cl. Product: [Cl:1][C:2]1[N:3]=[C:4]([CH2:10][OH:8])[NH:5][C:6]=1[Cl:7]. The catalyst class is: 6. (2) Reactant: [C:1]1([CH2:7][C:8]([C:10]2[CH:15]=[C:14]([F:16])[C:13]([F:17])=[C:12]([F:18])[CH:11]=2)=[O:9])[CH:6]=[CH:5][CH:4]=[CH:3][CH:2]=1.C1C(=O)N(Br)C(=[O:22])C1. Product: [C:1]1([C:7](=[O:22])[C:8]([C:10]2[CH:11]=[C:12]([F:18])[C:13]([F:17])=[C:14]([F:16])[CH:15]=2)=[O:9])[CH:2]=[CH:3][CH:4]=[CH:5][CH:6]=1. The catalyst class is: 16. (3) Reactant: Cl[C:2]1[N:7]=[C:6]2[N:8]([C:22]3[CH:23]=[C:24]([CH:27]=[CH:28][CH:29]=3)[C:25]#[N:26])[C:9](=[O:21])[N:10]([C:13]3[CH:18]=[CH:17][C:16]([O:19][CH3:20])=[CH:15][CH:14]=3)[CH:11]([CH3:12])[C:5]2=[CH:4][N:3]=1.[NH2:30][C:31]1[CH:36]=[CH:35][CH:34]=[CH:33][CH:32]=1. Product: [CH3:20][O:19][C:16]1[CH:15]=[CH:14][C:13]([N:10]2[CH:11]([CH3:12])[C:5]3[C:6](=[N:7][C:2]([NH:30][C:31]4[CH:36]=[CH:35][CH:34]=[CH:33][CH:32]=4)=[N:3][CH:4]=3)[N:8]([C:22]3[CH:23]=[C:24]([CH:27]=[CH:28][CH:29]=3)[C:25]#[N:26])[C:9]2=[O:21])=[CH:18][CH:17]=1. The catalyst class is: 5. (4) Reactant: [C:1]([O:5][C:6]([N:8]1[CH2:12][CH2:11][CH2:10][C@H:9]1[C:13]([OH:15])=O)=[O:7])([CH3:4])([CH3:3])[CH3:2].CN(C(ON1N=NC2C=CC=NC1=2)=[N+](C)C)C.F[P-](F)(F)(F)(F)F.[F:40][C:41]([F:61])([F:60])[C:42]1[CH:43]=[C:44]([S:48]([N:51]2[CH2:55][C@H:54]3[C@H:56]([NH2:59])[CH2:57][CH2:58][C@H:53]3[CH2:52]2)(=[O:50])=[O:49])[CH:45]=[CH:46][CH:47]=1.C(N(C(C)C)C(C)C)C. Product: [F:61][C:41]([F:40])([F:60])[C:42]1[CH:43]=[C:44]([S:48]([N:51]2[CH2:55][C@H:54]3[C@H:56]([NH:59][C:13]([C@@H:9]4[CH2:10][CH2:11][CH2:12][N:8]4[C:6]([O:5][C:1]([CH3:2])([CH3:3])[CH3:4])=[O:7])=[O:15])[CH2:57][CH2:58][C@H:53]3[CH2:52]2)(=[O:49])=[O:50])[CH:45]=[CH:46][CH:47]=1. The catalyst class is: 4.